Dataset: Catalyst prediction with 721,799 reactions and 888 catalyst types from USPTO. Task: Predict which catalyst facilitates the given reaction. (1) Reactant: [O:1]=[C:2]1[NH:6][C:5](=[O:7])[C:4](=[CH:8][C:9]2[CH:14]=[CH:13][C:12]([C:15]3[CH:20]=[CH:19][CH:18]=[C:17]([CH2:21][N:22]([CH2:31][CH3:32])[C:23](=[O:30])[C:24]4[CH:29]=[CH:28][CH:27]=[CH:26][CH:25]=4)[CH:16]=3)=[CH:11][CH:10]=2)[S:3]1.O=C1NC(=O)C(CC2C=CC(C3C=CC=C(CC4C=CC=CC=4C(NCC)=O)C=3)=CC=2)S1. Product: [O:1]=[C:2]1[NH:6][C:5](=[O:7])[CH:4]([CH2:8][C:9]2[CH:10]=[CH:11][C:12]([C:15]3[CH:20]=[CH:19][CH:18]=[C:17]([CH2:21][N:22]([CH2:31][CH3:32])[C:23](=[O:30])[C:24]4[CH:25]=[CH:26][CH:27]=[CH:28][CH:29]=4)[CH:16]=3)=[CH:13][CH:14]=2)[S:3]1. The catalyst class is: 1. (2) Reactant: [P:1](=[O:5])([OH:4])([OH:3])[OH:2].C1(C)C=CC=CC=1.[NH2:13][C:14]1[CH:18]=[CH:17][S:16][CH:15]=1. Product: [P:1]([OH:5])([OH:4])([OH:3])=[O:2].[NH2:13][C:14]1[CH:18]=[CH:17][S:16][CH:15]=1. The catalyst class is: 10. (3) Reactant: [C:1]([O:5][C:6]([N:8]1[CH2:13][CH2:12][CH:11]([O:14][C:15]2[CH:20]=[CH:19][C:18]([C:21]#[N:22])=[CH:17][CH:16]=2)[CH2:10][CH2:9]1)=[O:7])([CH3:4])([CH3:3])[CH3:2].C(=O)([O-])[O-:24].[K+].[K+].OO. Product: [C:1]([O:5][C:6]([N:8]1[CH2:9][CH2:10][CH:11]([O:14][C:15]2[CH:20]=[CH:19][C:18]([C:21](=[O:24])[NH2:22])=[CH:17][CH:16]=2)[CH2:12][CH2:13]1)=[O:7])([CH3:4])([CH3:2])[CH3:3]. The catalyst class is: 16. (4) Reactant: C(Cl)(=O)C(Cl)=O.[O:7]=[C:8]([C:12]1[S:13][CH:14]=[CH:15][CH:16]=1)[C:9]([OH:11])=[O:10].[N:17]12[CH2:24][CH2:23][CH:20]([CH2:21][CH2:22]1)[C@@H:19](O)[CH2:18]2. Product: [N:17]12[CH2:24][CH2:23][CH:20]([CH2:21][CH2:22]1)[C@@H:19]([O:10][C:9](=[O:11])[C:8](=[O:7])[C:12]1[S:13][CH:14]=[CH:15][CH:16]=1)[CH2:18]2. The catalyst class is: 695. (5) Reactant: [Cl:1][C:2]1[CH:3]=[C:4]([CH:8]=[C:9]([CH3:11])[N:10]=1)[C:5]([OH:7])=[O:6].[CH:12](O)([CH3:14])[CH3:13]. Product: [CH:12]([O:6][C:5](=[O:7])[C:4]1[CH:8]=[C:9]([CH3:11])[N:10]=[C:2]([Cl:1])[CH:3]=1)([CH3:14])[CH3:13]. The catalyst class is: 82. (6) Reactant: [Cl:1][C:2]1[CH:7]=[CH:6][C:5]([NH:8][C:9](=[O:18])[C:10]2[CH:15]=[CH:14][C:13]([C:16]#[N:17])=[CH:12][CH:11]=2)=[CH:4][C:3]=1[C:19]1[CH:24]=[CH:23][CH:22]=[CH:21][N:20]=1.Cl.ClC1C=CC(NC(C2C=CC(C(=N)OCC)=CC=2)=O)=CC=1C1C=CC=CN=1.[NH:53]1[CH2:58][CH2:57][O:56][CH2:55][CH2:54]1. Product: [Cl:1][C:2]1[CH:7]=[CH:6][C:5]([NH:8][C:9](=[O:18])[C:10]2[CH:11]=[CH:12][C:13]([C:16](=[NH:17])[N:53]3[CH2:58][CH2:57][O:56][CH2:55][CH2:54]3)=[CH:14][CH:15]=2)=[CH:4][C:3]=1[C:19]1[CH:24]=[CH:23][CH:22]=[CH:21][N:20]=1. The catalyst class is: 8.